Dataset: Catalyst prediction with 721,799 reactions and 888 catalyst types from USPTO. Task: Predict which catalyst facilitates the given reaction. (1) Reactant: Br[C:2]1[CH:3]=[CH:4][CH:5]=[C:6]2[C:10]=1[NH:9][C:8]([CH3:11])=[CH:7]2.[Li]CCCC.[C:17](=[O:19])=[O:18].O. Product: [CH3:11][C:8]1[NH:9][C:10]2[C:6]([CH:7]=1)=[CH:5][CH:4]=[CH:3][C:2]=2[C:17]([OH:19])=[O:18]. The catalyst class is: 134. (2) Reactant: [C:1]([O:5][C:6]([N:8]1[CH2:13][CH2:12][C:11]([C:15](=O)[NH2:16])([F:14])[CH2:10][CH2:9]1)=[O:7])([CH3:4])([CH3:3])[CH3:2].FC1C([O:25][C:26]([C:28]2[N:29]=[N:30][C:31]([CH2:47][CH2:48][CH2:49][CH3:50])=[C:32]([C:34]3[CH:39]=[CH:38][C:37]([O:40][CH:41]4[CH2:46][CH2:45][CH2:44][CH2:43][CH2:42]4)=[CH:36][CH:35]=3)[CH:33]=2)=O)=C(F)C(F)=C(F)C=1F. Product: [C:1]([O:5][C:6]([N:8]1[CH2:13][CH2:12][C:11]([CH2:15][NH:16][C:26]([C:28]2[N:29]=[N:30][C:31]([CH2:47][CH2:48][CH2:49][CH3:50])=[C:32]([C:34]3[CH:39]=[CH:38][C:37]([O:40][CH:41]4[CH2:42][CH2:43][CH2:44][CH2:45][CH2:46]4)=[CH:36][CH:35]=3)[CH:33]=2)=[O:25])([F:14])[CH2:10][CH2:9]1)=[O:7])([CH3:4])([CH3:3])[CH3:2]. The catalyst class is: 56. (3) Reactant: C[C:2](C)([O-:4])C.[K+].[Li]CCCC.[Cl:12][C:13]1[CH:14]=[C:15]([CH:27]=[C:28]([F:30])[CH:29]=1)[O:16][Si](C(C)C)(C(C)C)C(C)C.CN(C=O)C. Product: [Cl:12][C:13]1[CH:14]=[C:15]([OH:16])[CH:27]=[C:28]([F:30])[C:29]=1[CH:2]=[O:4]. The catalyst class is: 20. (4) Reactant: [NH2:1][C:2]1[CH:7]=[CH:6][C:5]([CH2:8][C:9]([O:11][CH3:12])=[O:10])=[C:4]([Cl:13])[CH:3]=1.Cl[C:15]1[C:20]([N+:21]([O-:23])=[O:22])=[C:19]([CH3:24])[CH:18]=[C:17]([CH3:25])[N:16]=1.C(N(C(C)C)CC)(C)C.O. Product: [Cl:13][C:4]1[CH:3]=[C:2]([NH:1][C:15]2[C:20]([N+:21]([O-:23])=[O:22])=[C:19]([CH3:24])[CH:18]=[C:17]([CH3:25])[N:16]=2)[CH:7]=[CH:6][C:5]=1[CH2:8][C:9]([O:11][CH3:12])=[O:10]. The catalyst class is: 16.